Dataset: Reaction yield outcomes from USPTO patents with 853,638 reactions. Task: Predict the reaction yield, written as a fraction of the theoretical maximum amount of product (1.0 means a 100% yield; for example, 0.34 means a 34% yield). The yield is 0.500. The product is [OH:46][C:43]([C:41]1[CH:40]=[CH:39][C:30]2[O:31][CH2:32][C:33]3[N:38]=[CH:37][CH:36]=[CH:35][C:34]=3[C:28](=[CH:27][CH2:26][CH2:25][N:10]3[CH2:11][CH2:12][C:7]([C:1]4[CH:2]=[CH:3][CH:4]=[CH:5][CH:6]=4)([OH:13])[CH2:8][CH2:9]3)[C:29]=2[CH:42]=1)([CH3:45])[CH3:44]. The reactants are [C:1]1([C:7]2([OH:13])[CH2:12][CH2:11][NH:10][CH2:9][CH2:8]2)[CH:6]=[CH:5][CH:4]=[CH:3][CH:2]=1.N1C(C)=CC=CC=1C.[I-].[K+].Br[CH2:25][CH2:26][CH:27]=[C:28]1[C:34]2[CH:35]=[CH:36][CH:37]=[N:38][C:33]=2[CH2:32][O:31][C:30]2[CH:39]=[CH:40][C:41]([C:43]([OH:46])([CH3:45])[CH3:44])=[CH:42][C:29]1=2. The catalyst is C(O)(C)C.